This data is from Catalyst prediction with 721,799 reactions and 888 catalyst types from USPTO. The task is: Predict which catalyst facilitates the given reaction. (1) Reactant: [Cl:1][C:2]1[C:7]([CH2:8][CH:9]=[O:10])=[C:6]([Cl:11])[N:5]2[N:12]=[CH:13][CH:14]=[C:4]2[N:3]=1.[BH4-].[Na+].[Cl-].[NH4+]. Product: [Cl:1][C:2]1[C:7]([CH2:8][CH2:9][OH:10])=[C:6]([Cl:11])[N:5]2[N:12]=[CH:13][CH:14]=[C:4]2[N:3]=1. The catalyst class is: 5. (2) Reactant: [CH:1]1([CH2:7][NH2:8])[CH2:6][CH2:5][CH2:4][CH2:3][CH2:2]1.[OH-].[Na+].[C:11](Cl)(Cl)=[O:12]. Product: [CH:1]1([CH2:7][NH:8][C:11]([NH:8][CH2:7][CH:1]2[CH2:6][CH2:5][CH2:4][CH2:3][CH2:2]2)=[O:12])[CH2:6][CH2:5][CH2:4][CH2:3][CH2:2]1. The catalyst class is: 11. (3) Reactant: [OH:1][C@@H:2]([C@@H:9]([CH2:16][CH2:17][CH2:18][C:19]1[CH:24]=[CH:23][C:22]([O:25][C:26]([F:29])([F:28])[F:27])=[CH:21][CH:20]=1)[C:10]([O:12]C(C)C)=[O:11])[C:3]([O:5]C(C)C)=[O:4].[OH-].[K+].Cl. Product: [OH:1][C@@H:2]([C@@H:9]([CH2:16][CH2:17][CH2:18][C:19]1[CH:20]=[CH:21][C:22]([O:25][C:26]([F:27])([F:28])[F:29])=[CH:23][CH:24]=1)[C:10]([OH:12])=[O:11])[C:3]([OH:5])=[O:4]. The catalyst class is: 20. (4) Reactant: [Cl:1][C:2]1[CH:3]=[C:4]2[C:9](=[CH:10][C:11]=1[C:12](O)=[O:13])[N:8]=[CH:7][N:6]=[C:5]2[NH:15][CH:16]([C:18]1[NH:22][C:21]2[CH:23]=[CH:24][C:25]([Cl:27])=[CH:26][C:20]=2[N:19]=1)[CH3:17].FC1C(OC(N(C)C)=[N+](C)C)=C(F)C(F)=C(F)C=1F.F[P-](F)(F)(F)(F)F.C(N(C(C)C)CC)(C)C.[CH3:63][N:64]([CH3:74])[CH2:65][CH2:66][CH2:67][CH:68]1[CH2:73][CH2:72][CH2:71][CH2:70][NH:69]1.FC(F)(F)C(O)=O. Product: [Cl:1][C:2]1[CH:3]=[C:4]2[C:9](=[CH:10][C:11]=1[C:12]([N:69]1[CH2:70][CH2:71][CH2:72][CH2:73][CH:68]1[CH2:67][CH2:66][CH2:65][N:64]([CH3:74])[CH3:63])=[O:13])[N:8]=[CH:7][N:6]=[C:5]2[NH:15][CH:16]([C:18]1[NH:22][C:21]2[CH:23]=[CH:24][C:25]([Cl:27])=[CH:26][C:20]=2[N:19]=1)[CH3:17]. The catalyst class is: 16. (5) Reactant: Br[CH2:2][C:3]([C:5]1[CH:10]=[CH:9][CH:8]=[CH:7][C:6]=1[N+:11]([O-])=O)=O.C([O-])([O-])=O.[K+].[K+].Cl.[C:21]([NH2:29])(=[NH:28])[C:22]1[CH:27]=[CH:26][CH:25]=[CH:24][CH:23]=1. Product: [C:22]1([C:21]2[NH:28][CH:2]=[C:3]([C:5]3[CH:10]=[CH:9][CH:8]=[CH:7][C:6]=3[NH2:11])[N:29]=2)[CH:27]=[CH:26][CH:25]=[CH:24][CH:23]=1. The catalyst class is: 6.